The task is: Predict which catalyst facilitates the given reaction.. This data is from Catalyst prediction with 721,799 reactions and 888 catalyst types from USPTO. (1) Reactant: C[O:2][C:3](=[O:30])[C:4]1[CH:9]=[CH:8][C:7]([NH:10][C:11]2[C:12]3[N:13]([CH:27]=[CH:28][N:29]=3)[C:14]([C:17]3[CH:18]=[C:19]4[C:23](=[CH:24][CH:25]=3)[C:22](=[O:26])[NH:21][CH2:20]4)=[CH:15][CH:16]=2)=[CH:6][CH:5]=1.ClC1N2C=CN=C2C(NC2C=CC(N3CCN(C(C)C)CC3)=CC=2)=CC=1.O.[OH-].[Li+]. Product: [O:26]=[C:22]1[C:23]2[C:19](=[CH:18][C:17]([C:14]3[N:13]4[CH:27]=[CH:28][N:29]=[C:12]4[C:11]([NH:10][C:7]4[CH:8]=[CH:9][C:4]([C:3]([OH:30])=[O:2])=[CH:5][CH:6]=4)=[CH:16][CH:15]=3)=[CH:25][CH:24]=2)[CH2:20][NH:21]1. The catalyst class is: 351. (2) Reactant: O1CCCC1.[Cl:6][C:7]1[CH:12]=[CH:11][C:10]([NH:13][C:14](=[S:22])[CH2:15][CH2:16][CH2:17][CH:18]=[C:19]([CH3:21])[CH3:20])=[CH:9][CH:8]=1.II.C1(C2CCCCCCCCCC=2)CCCCCCCCNN=1. Product: [Cl:6][C:7]1[CH:8]=[CH:9][C:10]([N:13]=[C:14]2[CH2:15][CH2:16][CH2:17][C:18](=[C:19]([CH3:20])[CH3:21])[S:22]2)=[CH:11][CH:12]=1. The catalyst class is: 6.